From a dataset of Full USPTO retrosynthesis dataset with 1.9M reactions from patents (1976-2016). Predict the reactants needed to synthesize the given product. (1) Given the product [F:26][C:12]([F:11])([F:25])[C:13]([NH:15][C:16]1[CH:21]=[C:20]([N:22]([CH3:23])[C:2]2[CH:7]=[CH:6][C:5]([N+:8]([O-:10])=[O:9])=[CH:4][N:3]=2)[CH:19]=[CH:18][C:17]=1[F:24])=[O:14], predict the reactants needed to synthesize it. The reactants are: Cl[C:2]1[CH:7]=[CH:6][C:5]([N+:8]([O-:10])=[O:9])=[CH:4][N:3]=1.[F:11][C:12]([F:26])([F:25])[C:13]([NH:15][C:16]1[CH:21]=[C:20]([NH:22][CH3:23])[CH:19]=[CH:18][C:17]=1[F:24])=[O:14]. (2) Given the product [Cl:54][C:48]1[CH:47]=[C:46]2[C:51]([CH:52]=[N:53][C:44]([N:22]3[CH2:23][CH:24]([C:26]4[C:27]([C:32]5[CH:41]=[CH:40][C:35]([C:36]([NH:38][CH3:39])=[O:37])=[C:34]([F:42])[CH:33]=5)=[N:28][CH:29]=[CH:30][N:31]=4)[CH2:25]3)=[N:45]2)=[CH:50][CH:49]=1, predict the reactants needed to synthesize it. The reactants are: FC(F)(F)C(O)=O.FC(F)(F)C(O)=O.FC(F)(F)C(O)=O.[NH:22]1[CH2:25][CH:24]([C:26]2[C:27]([C:32]3[CH:41]=[CH:40][C:35]([C:36]([NH:38][CH3:39])=[O:37])=[C:34]([F:42])[CH:33]=3)=[N:28][CH:29]=[CH:30][N:31]=2)[CH2:23]1.Cl[C:44]1[N:53]=[CH:52][C:51]2[C:46](=[CH:47][C:48]([Cl:54])=[CH:49][CH:50]=2)[N:45]=1.C(=O)([O-])[O-].[K+].[K+]. (3) The reactants are: [Cl:1][C:2]1[CH:10]=[CH:9][C:5]([C:6]([OH:8])=O)=[CH:4][C:3]=1[C:11]1[O:12][C:13]([CH:16]=[C:17]2[S:21][C:20](=[S:22])[NH:19][C:18]2=[O:23])=[CH:14][CH:15]=1.CN(C(ON1N=NC2C=CC=CC1=2)=[N+](C)C)C.F[P-](F)(F)(F)(F)F.CCN(C(C)C)C(C)C.[CH2:57]([N:59]([CH2:63][CH3:64])[CH2:60][CH2:61][NH2:62])[CH3:58]. Given the product [Cl:1][C:2]1[CH:10]=[CH:9][C:5]([C:6]([NH:62][CH2:61][CH2:60][N:59]([CH2:63][CH3:64])[CH2:57][CH3:58])=[O:8])=[CH:4][C:3]=1[C:11]1[O:12][C:13]([CH:16]=[C:17]2[S:21][C:20](=[S:22])[NH:19][C:18]2=[O:23])=[CH:14][CH:15]=1, predict the reactants needed to synthesize it. (4) Given the product [F:16][C:17]1[CH:22]=[C:21]([S:23][C:24]([F:27])([F:26])[F:25])[CH:20]=[CH:19][C:18]=1[N:28]([CH3:32])[C:29]([NH:8][CH2:7][C:2]1[CH:3]=[CH:4][CH:5]=[CH:6][N:1]=1)=[O:30], predict the reactants needed to synthesize it. The reactants are: [N:1]1[CH:6]=[CH:5][CH:4]=[CH:3][C:2]=1[CH2:7][NH2:8].C(N(CC)CC)C.[F:16][C:17]1[CH:22]=[C:21]([S:23][C:24]([F:27])([F:26])[F:25])[CH:20]=[CH:19][C:18]=1[N:28]([CH3:32])[C:29](Cl)=[O:30].